Dataset: Forward reaction prediction with 1.9M reactions from USPTO patents (1976-2016). Task: Predict the product of the given reaction. (1) The product is: [CH3:13][O:14][C:15]1[CH:16]=[CH:17][C:18]([S:21]([NH:1][C@H:2]([CH2:10][CH:11]=[CH2:12])[C:3]([O:5][C:6]([CH3:7])([CH3:8])[CH3:9])=[O:4])(=[O:23])=[O:22])=[CH:19][CH:20]=1. Given the reactants [NH2:1][C@H:2]([CH2:10][CH:11]=[CH2:12])[C:3]([O:5][C:6]([CH3:9])([CH3:8])[CH3:7])=[O:4].[CH3:13][O:14][C:15]1[CH:20]=[CH:19][C:18]([S:21](Cl)(=[O:23])=[O:22])=[CH:17][CH:16]=1.C(Cl)(Cl)Cl, predict the reaction product. (2) The product is: [ClH:24].[NH2:7][C@H:8]([CH2:9][CH2:10][CH3:11])[CH2:12][NH:13][C:14]([C:16]1[C:21]([NH2:22])=[N:20][C:19]([NH2:23])=[C:18]([Cl:24])[N:17]=1)=[O:15]. Given the reactants C(OC(=O)[NH:7][C@@H:8]([CH2:12][NH:13][C:14]([C:16]1[C:21]([NH2:22])=[N:20][C:19]([NH2:23])=[C:18]([Cl:24])[N:17]=1)=[O:15])[CH2:9][CH2:10][CH3:11])(C)(C)C.Cl, predict the reaction product.